The task is: Predict the product of the given reaction.. This data is from Forward reaction prediction with 1.9M reactions from USPTO patents (1976-2016). (1) Given the reactants Br.Br[CH2:3][C:4]1[CH:9]=[CH:8][CH:7]=[CH:6][N:5]=1.[C:10]([C:12]1[S:13][C:14]2[CH:20]=[C:19]([OH:21])[CH:18]=[CH:17][C:15]=2[N:16]=1)#[N:11].C(=O)([O-])[O-].[K+].[K+], predict the reaction product. The product is: [N:5]1[CH:6]=[CH:7][CH:8]=[CH:9][C:4]=1[CH2:3][O:21][C:19]1[CH:18]=[CH:17][C:15]2[N:16]=[C:12]([C:10]#[N:11])[S:13][C:14]=2[CH:20]=1. (2) Given the reactants [N:1]1[CH:6]=[CH:5][C:4]([CH2:7]O)=[CH:3][CH:2]=1.C1(P(C2C=CC=CC=2)C2C=CC=CC=2)C=CC=CC=1.[F:28][C:29]1[CH:30]=[C:31]2[CH:37]=[C:36]([C:38]([O:40][CH2:41][CH3:42])=[O:39])[NH:35][C:32]2=[N:33][CH:34]=1.N(C(OCC)=O)=NC(OCC)=O, predict the reaction product. The product is: [F:28][C:29]1[CH:30]=[C:31]2[CH:37]=[C:36]([C:38]([O:40][CH2:41][CH3:42])=[O:39])[N:35]([CH2:7][C:4]3[CH:3]=[CH:2][N:1]=[CH:6][CH:5]=3)[C:32]2=[N:33][CH:34]=1. (3) Given the reactants [NH2:1][C:2]1[N:7]=[CH:6][C:5]([C:8]#[C:9][C:10]2[CH:11]=[C:12]([NH:16][C:17]([NH:19][C:20]3[CH:24]=[C:23]([C:25]([CH3:28])([CH3:27])[CH3:26])[O:22][N:21]=3)=[O:18])[CH:13]=[CH:14][CH:15]=2)=[CH:4][N:3]=1.[CH3:29][O:30][CH2:31][CH2:32][O:33][CH2:34][C:35](O)=[O:36].P(Cl)(Cl)(Cl)=O, predict the reaction product. The product is: [C:25]([C:23]1[O:22][N:21]=[C:20]([NH:19][C:17]([NH:16][C:12]2[CH:11]=[C:10]([C:9]#[C:8][C:5]3[CH:6]=[N:7][C:2]([NH:1][C:35](=[O:36])[CH2:34][O:33][CH2:32][CH2:31][O:30][CH3:29])=[N:3][CH:4]=3)[CH:15]=[CH:14][CH:13]=2)=[O:18])[CH:24]=1)([CH3:28])([CH3:27])[CH3:26]. (4) Given the reactants ClCS([NH:6]C1C=C2C(=CC=1)C=NC=C2)(=O)=O.N[C:18]1[CH:19]=[C:20]([CH:25]=[CH:26][CH:27]=1)[C:21]([NH:23][CH3:24])=[O:22], predict the reaction product. The product is: [NH3:6].[CH3:24][NH:23][C:21](=[O:22])[C:20]1[CH:25]=[CH:26][CH:27]=[CH:18][CH:19]=1. (5) Given the reactants [CH3:1][OH:2].[H-].[Na+].[Cl:5][C:6]1[CH:11]=[C:10]([N+:12]([O-:14])=[O:13])[C:9]([S:15][CH3:16])=[CH:8][C:7]=1Cl, predict the reaction product. The product is: [Cl:5][C:6]1[CH:11]=[C:10]([N+:12]([O-:14])=[O:13])[C:9]([S:15][CH3:16])=[CH:8][C:7]=1[O:2][CH3:1].